Dataset: Peptide-MHC class II binding affinity with 134,281 pairs from IEDB. Task: Regression. Given a peptide amino acid sequence and an MHC pseudo amino acid sequence, predict their binding affinity value. This is MHC class II binding data. (1) The binding affinity (normalized) is 0.123. The peptide sequence is KFTQFAGKDLESIKG. The MHC is HLA-DQA10101-DQB10501 with pseudo-sequence HLA-DQA10101-DQB10501. (2) The peptide sequence is DQMWKCLIRLKPTLHGPTP. The MHC is DRB1_1101 with pseudo-sequence DRB1_1101. The binding affinity (normalized) is 0. (3) The peptide sequence is VGSKLIVAMSSWLQK. The MHC is HLA-DPA10103-DPB10301 with pseudo-sequence HLA-DPA10103-DPB10301. The binding affinity (normalized) is 0.411. (4) The peptide sequence is ILELAQSETCSPGGQ. The MHC is HLA-DQA10501-DQB10201 with pseudo-sequence HLA-DQA10501-DQB10201. The binding affinity (normalized) is 0.128. (5) The peptide sequence is DVKFPGGGQIVGGVY. The MHC is DRB1_0301 with pseudo-sequence DRB1_0301. The binding affinity (normalized) is 0.189.